From a dataset of Reaction yield outcomes from USPTO patents with 853,638 reactions. Predict the reaction yield, written as a fraction of the theoretical maximum amount of product (1.0 means a 100% yield; for example, 0.34 means a 34% yield). (1) The reactants are Br[C:2]1[C:3]([NH2:9])=[N:4][CH:5]=[C:6]([Br:8])[N:7]=1.[CH3:10][Si:11]([C:14]#[CH:15])([CH3:13])[CH3:12]. The catalyst is C1COCC1.[Cu]I.Cl[Pd](Cl)([P](C1C=CC=CC=1)(C1C=CC=CC=1)C1C=CC=CC=1)[P](C1C=CC=CC=1)(C1C=CC=CC=1)C1C=CC=CC=1. The product is [Br:8][C:6]1[N:7]=[C:2]([C:15]#[C:14][Si:11]([CH3:13])([CH3:12])[CH3:10])[C:3]([NH2:9])=[N:4][CH:5]=1. The yield is 0.700. (2) The reactants are C([N-]C(C)C)(C)C.[Li+].[CH3:9][C:10]1[CH:17]=[CH:16][C:13]([C:14]#[N:15])=[C:12]([C:18]([F:21])([F:20])[F:19])[CH:11]=1.[C:22](=[O:24])=[O:23].[Cl-].[NH4+].Cl. The catalyst is C1COCC1.CCOC(C)=O. The product is [C:14]([C:13]1[CH:16]=[CH:17][C:10]([CH2:9][C:22]([OH:24])=[O:23])=[CH:11][C:12]=1[C:18]([F:19])([F:20])[F:21])#[N:15]. The yield is 0.880. (3) The reactants are [NH2:1][C:2]1[CH:10]=[CH:9][C:5]([C:6]([OH:8])=O)=[CH:4][CH:3]=1.O.ON1[C:17]2C=CC=C[C:16]=2N=N1.Cl.C(N=C=NCCCN(C)C)C.Cl.C([CH:37]([CH2:41][NH2:42])[C:38]([OH:40])=[O:39])C.C(N(C(C)C)CC)(C)C. The catalyst is C1COCC1.ClCCl. The product is [CH2:16]([O:40][C:38](=[O:39])[CH2:37][CH2:41][NH:42][C:6](=[O:8])[C:5]1[CH:4]=[CH:3][C:2]([NH2:1])=[CH:10][CH:9]=1)[CH3:17]. The yield is 1.00.